From a dataset of Forward reaction prediction with 1.9M reactions from USPTO patents (1976-2016). Predict the product of the given reaction. (1) Given the reactants [Cl:1][C:2]1[CH:10]=[CH:9][C:5]([C:6]([OH:8])=O)=[C:4]([NH:11][C:12]2[C:17]([Cl:18])=[CH:16][N:15]=[C:14]([NH:19][C:20]3[N:24]([CH:25]([CH3:27])[CH3:26])[N:23]=[C:22]([CH3:28])[CH:21]=3)[CH:13]=2)[CH:3]=1.C1C=CC2[N:37]([OH:38])N=NC=2C=1.[CH2:39](Cl)CCl.CCN(C(C)C)C(C)C, predict the reaction product. The product is: [Cl:1][C:2]1[CH:10]=[CH:9][C:5]([C:6]([NH:37][O:38][CH3:39])=[O:8])=[C:4]([NH:11][C:12]2[C:17]([Cl:18])=[CH:16][N:15]=[C:14]([NH:19][C:20]3[N:24]([CH:25]([CH3:27])[CH3:26])[N:23]=[C:22]([CH3:28])[CH:21]=3)[CH:13]=2)[CH:3]=1. (2) Given the reactants CN([CH:4]=[C:5]1[C:11](=O)[C:10]2[CH:13]=[C:14]([F:17])[CH:15]=[CH:16][C:9]=2[NH:8][C:7](=[O:18])[CH2:6]1)C.Cl.[C:20]([NH2:25])(=[NH:24])[CH:21]([CH3:23])[CH3:22], predict the reaction product. The product is: [F:17][C:14]1[CH:15]=[CH:16][C:9]2[NH:8][C:7](=[O:18])[CH2:6][C:5]3[CH:4]=[N:24][C:20]([CH:21]([CH3:23])[CH3:22])=[N:25][C:11]=3[C:10]=2[CH:13]=1. (3) Given the reactants [Br:1][C:2]1[CH:8]=[CH:7][C:5]([NH2:6])=[CH:4][CH:3]=1.[CH3:9][C:10]1[CH:18]=[CH:17][C:13]([C:14]([Cl:16])=O)=[CH:12][CH:11]=1.C(N(CC)CC)C, predict the reaction product. The product is: [Br:1][C:2]1[CH:8]=[CH:7][C:5]([N:6]=[C:14]([Cl:16])[C:13]2[CH:17]=[CH:18][C:10]([CH3:9])=[CH:11][CH:12]=2)=[CH:4][CH:3]=1. (4) Given the reactants Cl[C:2]1[N:10]=[C:9](Cl)[CH:8]=[CH:7][C:3]=1[C:4]([NH2:6])=[O:5].[O:12]([C:19]1[CH:24]=[CH:23][C:22]([OH:25])=[CH:21][CH:20]=1)[C:13]1[CH:18]=[CH:17][CH:16]=[CH:15][CH:14]=1.[C@H:26]12[CH2:32][C@H:29]([NH:30][CH2:31]1)[CH2:28][N:27]2[C:33]([O:35]C(C)(C)C)=O.[C:40](O)(=O)[CH:41]=C, predict the reaction product. The product is: [C:33]([N:27]1[CH2:28][C@@H:29]2[CH2:32][C@H:26]1[CH2:31][N:30]2[C:9]1[CH:8]=[CH:7][C:3]([C:4]([NH2:6])=[O:5])=[C:2]([O:25][C:22]2[CH:21]=[CH:20][C:19]([O:12][C:13]3[CH:18]=[CH:17][CH:16]=[CH:15][CH:14]=3)=[CH:24][CH:23]=2)[N:10]=1)(=[O:35])[CH:40]=[CH2:41]. (5) Given the reactants [CH2:1]([C:8]1[CH:17]=[C:16]2[C:11]([CH:12]=[C:13]([C:22]([OH:24])=[O:23])[CH:14]([C:18]([F:21])([F:20])[F:19])[O:15]2)=[CH:10][C:9]=1[Cl:25])[C:2]1[CH:7]=[CH:6][CH:5]=[CH:4][CH:3]=1, predict the reaction product. The product is: [CH2:1]([C:8]1[CH:17]=[C:16]2[C:11]([CH:12]=[C:13]([C:22]([OH:24])=[O:23])[C@@H:14]([C:18]([F:20])([F:21])[F:19])[O:15]2)=[CH:10][C:9]=1[Cl:25])[C:2]1[CH:3]=[CH:4][CH:5]=[CH:6][CH:7]=1. (6) Given the reactants N(C(OCC)=O)=NC(OCC)=O.[Cl:13][C:14]1[CH:15]=[C:16]([CH3:35])[C:17]2[NH:18][C:19](=[O:34])[C:20]3[CH:30]=[C:29]([CH2:31][CH2:32][OH:33])[CH:28]=[N:27][C:21]=3[N:22]([CH2:25][CH3:26])[C:23]=2[N:24]=1.O[C:37]1[CH:46]=[CH:45][CH:44]=[C:43]2[C:38]=1[CH:39]=[CH:40][CH:41]=[N:42]2.C1C=CC(P(C2C=CC=CC=2)C2C=CC=CC=2)=CC=1, predict the reaction product. The product is: [Cl:13][C:14]1[CH:15]=[C:16]([CH3:35])[C:17]2[NH:18][C:19](=[O:34])[C:20]3[CH:30]=[C:29]([CH2:31][CH2:32][O:33][C:37]4[CH:46]=[CH:45][CH:44]=[C:43]5[C:38]=4[CH:39]=[CH:40][CH:41]=[N:42]5)[CH:28]=[N:27][C:21]=3[N:22]([CH2:25][CH3:26])[C:23]=2[N:24]=1. (7) The product is: [OH:32][CH:29]1[CH2:28][CH2:27][N:26]([CH2:25][CH2:24][N:21]2[CH2:20][CH2:19][CH:18]([NH:17][C:11]([C:5]3[NH:6][C:7]4[C:3]([CH:4]=3)=[C:2]([Br:1])[CH:10]=[CH:9][CH:8]=4)=[O:13])[CH2:23][CH2:22]2)[CH2:31][CH2:30]1. Given the reactants [Br:1][C:2]1[CH:10]=[CH:9][CH:8]=[C:7]2[C:3]=1[CH:4]=[C:5]([C:11]([OH:13])=O)[NH:6]2.Cl.Cl.Cl.[NH2:17][CH:18]1[CH2:23][CH2:22][N:21]([CH2:24][CH2:25][N:26]2[CH2:31][CH2:30][CH:29]([OH:32])[CH2:28][CH2:27]2)[CH2:20][CH2:19]1, predict the reaction product. (8) Given the reactants O=C1C2C(=CC=CC=2)C(=O)[N:3]1[CH:12]1[CH2:17][CH2:16][N:15]([C:18]([O:20][C:21]([CH3:24])([CH3:23])[CH3:22])=[O:19])[CH2:14][CH2:13]1.C(O)C.O.NN.[ClH:31].O1CCOCC1, predict the reaction product. The product is: [ClH:31].[NH2:3][CH:12]1[CH2:13][CH2:14][N:15]([C:18]([O:20][C:21]([CH3:24])([CH3:23])[CH3:22])=[O:19])[CH2:16][CH2:17]1.